This data is from Forward reaction prediction with 1.9M reactions from USPTO patents (1976-2016). The task is: Predict the product of the given reaction. Given the reactants [C:1]([C:3]1[CH:8]=[CH:7][C:6]([CH:9]2[C:18]3[C:17](=[O:19])[CH2:16][CH2:15][CH2:14][C:13]=3[N:12]([C:20]3[CH:25]=[CH:24][CH:23]=[C:22]([C:26]([F:29])([F:28])[F:27])[CH:21]=3)[C:11](=[O:30])[N:10]2[C:31](OC2C=CC([N+]([O-])=O)=CC=2)=[O:32])=[CH:5][CH:4]=1)#[N:2].[CH3:43][S:44]([C:47]1[CH:52]=[CH:51][C:50]([CH2:53][NH2:54])=[CH:49][CH:48]=1)(=[O:46])=[O:45], predict the reaction product. The product is: [C:1]([C:3]1[CH:4]=[CH:5][C:6]([CH:9]2[C:18]3[C:17](=[O:19])[CH2:16][CH2:15][CH2:14][C:13]=3[N:12]([C:20]3[CH:25]=[CH:24][CH:23]=[C:22]([C:26]([F:29])([F:27])[F:28])[CH:21]=3)[C:11](=[O:30])[N:10]2[C:31]([NH:54][CH2:53][C:50]2[CH:49]=[CH:48][C:47]([S:44]([CH3:43])(=[O:46])=[O:45])=[CH:52][CH:51]=2)=[O:32])=[CH:7][CH:8]=1)#[N:2].